Dataset: Full USPTO retrosynthesis dataset with 1.9M reactions from patents (1976-2016). Task: Predict the reactants needed to synthesize the given product. (1) The reactants are: [CH3:1][NH:2][CH3:3].[CH2:4]([Si:6]([CH2:21][CH3:22])([CH2:19][CH3:20])[C:7]#[C:8][CH2:9][O:10][CH2:11][CH:12]1[CH2:17][CH2:16][C:15](=O)[CH2:14][CH2:13]1)[CH3:5].Cl.[C-:24]#[N:25].[K+]. Given the product [CH3:1][N:2]([CH3:3])[C:15]1([C:24]#[N:25])[CH2:16][CH2:17][CH:12]([CH2:11][O:10][CH2:9][C:8]#[C:7][Si:6]([CH2:21][CH3:22])([CH2:19][CH3:20])[CH2:4][CH3:5])[CH2:13][CH2:14]1, predict the reactants needed to synthesize it. (2) Given the product [C:14]1([C:23]2[CH:24]=[CH:25][CH:26]=[CH:27][CH:28]=2)[CH:19]=[CH:18][CH:17]=[C:16]([C:2]2[CH:3]=[C:4]([N+:11]([O-:13])=[O:12])[CH:5]=[C:6]3[C:10]=2[NH:9][CH:8]=[CH:7]3)[CH:15]=1, predict the reactants needed to synthesize it. The reactants are: I[C:2]1[CH:3]=[C:4]([N+:11]([O-:13])=[O:12])[CH:5]=[C:6]2[C:10]=1[NH:9][CH:8]=[CH:7]2.[C:14]1([C:23]2[CH:28]=[CH:27][CH:26]=[CH:25][CH:24]=2)[CH:19]=[CH:18][CH:17]=[C:16](B(O)O)[CH:15]=1.P([O-])([O-])([O-])=O.[K+].[K+].[K+].O1CCOCC1.